Dataset: Catalyst prediction with 721,799 reactions and 888 catalyst types from USPTO. Task: Predict which catalyst facilitates the given reaction. Reactant: IC1C=CC=CC=1[CH2:4][OH:5].C(N([CH:16]([CH3:18])[CH3:17])C(C)C)C.[C:19]1(P([C:20]2[CH:19]=CC=[CH:22][CH:21]=2)[C:20]2[CH:19]=CC=[CH:22][CH:21]=2)C=C[CH:22]=[CH:21][CH:20]=1.[C]=[O:39]. Product: [C:18]1(=[O:39])[C:16]2[C:17](=[CH:19][CH:20]=[CH:21][CH:22]=2)[CH2:4][O:5]1. The catalyst class is: 11.